This data is from NCI-60 drug combinations with 297,098 pairs across 59 cell lines. The task is: Regression. Given two drug SMILES strings and cell line genomic features, predict the synergy score measuring deviation from expected non-interaction effect. (1) Drug 1: CC12CCC3C(C1CCC2=O)CC(=C)C4=CC(=O)C=CC34C. Drug 2: CC1C(C(CC(O1)OC2CC(CC3=C2C(=C4C(=C3O)C(=O)C5=CC=CC=C5C4=O)O)(C(=O)C)O)N)O. Cell line: 786-0. Synergy scores: CSS=45.6, Synergy_ZIP=0.660, Synergy_Bliss=-0.462, Synergy_Loewe=-16.7, Synergy_HSA=-0.416. (2) Drug 1: CC1C(C(=O)NC(C(=O)N2CCCC2C(=O)N(CC(=O)N(C(C(=O)O1)C(C)C)C)C)C(C)C)NC(=O)C3=C4C(=C(C=C3)C)OC5=C(C(=O)C(=C(C5=N4)C(=O)NC6C(OC(=O)C(N(C(=O)CN(C(=O)C7CCCN7C(=O)C(NC6=O)C(C)C)C)C)C(C)C)C)N)C. Drug 2: C1=NC2=C(N=C(N=C2N1C3C(C(C(O3)CO)O)F)Cl)N. Cell line: SNB-19. Synergy scores: CSS=30.8, Synergy_ZIP=-10.4, Synergy_Bliss=-4.78, Synergy_Loewe=-15.4, Synergy_HSA=-4.16. (3) Drug 1: CN(C)C1=NC(=NC(=N1)N(C)C)N(C)C. Drug 2: CC12CCC3C(C1CCC2O)C(CC4=C3C=CC(=C4)O)CCCCCCCCCS(=O)CCCC(C(F)(F)F)(F)F. Cell line: HCT-15. Synergy scores: CSS=-0.393, Synergy_ZIP=-0.654, Synergy_Bliss=-2.41, Synergy_Loewe=-10.3, Synergy_HSA=-5.72. (4) Drug 1: C1=NC2=C(N=C(N=C2N1C3C(C(C(O3)CO)O)F)Cl)N. Drug 2: C1C(C(OC1N2C=NC(=NC2=O)N)CO)O. Cell line: T-47D. Synergy scores: CSS=1.49, Synergy_ZIP=0.619, Synergy_Bliss=1.58, Synergy_Loewe=-0.0126, Synergy_HSA=-1.53. (5) Drug 1: CC1=C(C=C(C=C1)NC2=NC=CC(=N2)N(C)C3=CC4=NN(C(=C4C=C3)C)C)S(=O)(=O)N.Cl. Drug 2: CS(=O)(=O)CCNCC1=CC=C(O1)C2=CC3=C(C=C2)N=CN=C3NC4=CC(=C(C=C4)OCC5=CC(=CC=C5)F)Cl. Cell line: M14. Synergy scores: CSS=-6.81, Synergy_ZIP=3.05, Synergy_Bliss=1.01, Synergy_Loewe=-3.47, Synergy_HSA=-2.98. (6) Drug 1: CCCCC(=O)OCC(=O)C1(CC(C2=C(C1)C(=C3C(=C2O)C(=O)C4=C(C3=O)C=CC=C4OC)O)OC5CC(C(C(O5)C)O)NC(=O)C(F)(F)F)O. Drug 2: CC12CCC3C(C1CCC2OP(=O)(O)O)CCC4=C3C=CC(=C4)OC(=O)N(CCCl)CCCl.[Na+]. Cell line: OVCAR-8. Synergy scores: CSS=30.3, Synergy_ZIP=0.847, Synergy_Bliss=-1.31, Synergy_Loewe=-17.5, Synergy_HSA=-0.142.